Dataset: Full USPTO retrosynthesis dataset with 1.9M reactions from patents (1976-2016). Task: Predict the reactants needed to synthesize the given product. (1) Given the product [CH2:1]([C:8]1[C:13]([O:14][CH3:15])=[CH:12][C:11]([B:19]2[O:23][C:22]([CH3:25])([CH3:24])[C:21]([CH3:27])([CH3:26])[O:20]2)=[CH:10][C:9]=1[O:17][CH3:18])[C:2]1[CH:7]=[CH:6][CH:5]=[CH:4][CH:3]=1, predict the reactants needed to synthesize it. The reactants are: [CH2:1]([C:8]1[C:13]([O:14][CH3:15])=[CH:12][C:11](Br)=[CH:10][C:9]=1[O:17][CH3:18])[C:2]1[CH:7]=[CH:6][CH:5]=[CH:4][CH:3]=1.[B:19]1([B:19]2[O:23][C:22]([CH3:25])([CH3:24])[C:21]([CH3:27])([CH3:26])[O:20]2)[O:23][C:22]([CH3:25])([CH3:24])[C:21]([CH3:27])([CH3:26])[O:20]1. (2) Given the product [Cl:35][C:13]1[CH:12]=[CH:11][C:10]2[C:9]3[CH2:16][C@H:17]4[C:27](=[O:28])[NH:34][C:20](=[O:22])[N:18]4[CH2:19][C:8]=3[N:7]([CH2:6][C:5]3[CH:29]=[CH:30][C:2]([F:1])=[CH:3][CH:4]=3)[C:15]=2[CH:14]=1, predict the reactants needed to synthesize it. The reactants are: [F:1][C:2]1[CH:30]=[CH:29][C:5]([CH2:6][N:7]2[C:15]3[C:10](=[CH:11][CH:12]=[CH:13][CH:14]=3)[C:9]3[CH2:16][C@@H:17]([CH2:27][OH:28])[N:18]([C:20]([O:22]C(C)(C)C)=O)[CH2:19][C:8]2=3)=[CH:4][CH:3]=1.O(C#[N:34])[K].[ClH:35]. (3) Given the product [CH3:1][O:2][C:3](=[O:41])[C@@H:4]([NH:33][C:34]([O:36][C:37]([CH3:38])([CH3:40])[CH3:39])=[O:35])[CH2:5][C:6]1[CH:7]=[CH:8][C:9]2[O:14][C@@H:13]([C:15]3[CH:16]=[CH:17][C:18]([O:21][CH2:22][C:23]4[CH:28]=[CH:27][C:26]([Cl:29])=[C:25]([Cl:30])[CH:24]=4)=[CH:19][CH:20]=3)[C:12](=[O:31])[N:11]([CH3:44])[C:10]=2[CH:32]=1, predict the reactants needed to synthesize it. The reactants are: [CH3:1][O:2][C:3](=[O:41])[C@@H:4]([NH:33][C:34]([O:36][C:37]([CH3:40])([CH3:39])[CH3:38])=[O:35])[CH2:5][C:6]1[CH:7]=[CH:8][C:9]2[O:14][C@@H:13]([C:15]3[CH:20]=[CH:19][C:18]([O:21][CH2:22][C:23]4[CH:28]=[CH:27][C:26]([Cl:29])=[C:25]([Cl:30])[CH:24]=4)=[CH:17][CH:16]=3)[C:12](=[O:31])[NH:11][C:10]=2[CH:32]=1.CO.[C:44]1(P(C2C=CC=CC=2)C2C=CC=CC=2)C=CC=CC=1.CC(OC(/N=N/C(OC(C)C)=O)=O)C.